From a dataset of Full USPTO retrosynthesis dataset with 1.9M reactions from patents (1976-2016). Predict the reactants needed to synthesize the given product. Given the product [CH3:15][CH2:14][CH2:13]/[CH:12]=[C:11]1/[C:10]2[CH2:9][CH2:8][CH:7]=[CH:6][C:5]=2[C:4]([O:22]/1)=[O:23], predict the reactants needed to synthesize it. The reactants are: O=[Si]=O.[C:4]([O-:23])(=[O:22])[CH2:5][CH2:6][CH2:7][CH2:8][CH2:9][CH2:10][CH2:11][CH2:12][CH2:13][CH2:14][CH2:15]CCCCCC.[Mg+2].[C:4]([O-:23])(=[O:22])[CH2:5][CH2:6][CH2:7][CH2:8][CH2:9][CH2:10][CH2:11][CH2:12][CH2:13][CH2:14][CH2:15]CCCCCC.[Na].